This data is from Forward reaction prediction with 1.9M reactions from USPTO patents (1976-2016). The task is: Predict the product of the given reaction. (1) Given the reactants C[O:2][C:3]([C:5]1[N:6]=[C:7]2[C:15](=[CH:16][CH:17]=1)[CH2:14][C@H:13]1[N:8]2[C@H:9]([CH3:25])[CH2:10][N:11]([C:18]([O:20][C:21]([CH3:24])([CH3:23])[CH3:22])=[O:19])[CH2:12]1)=O.[H-].C([Al+]CC(C)C)C(C)C, predict the reaction product. The product is: [C:21]([O:20][C:18]([N:11]1[CH2:10][C@@H:9]([CH3:25])[N:8]2[C@H:13]([CH2:14][C:15]3[C:7]2=[N:6][C:5]([CH2:3][OH:2])=[CH:17][CH:16]=3)[CH2:12]1)=[O:19])([CH3:23])([CH3:22])[CH3:24]. (2) The product is: [C:18]1([C@H:16]([N:11]2[CH:10]3[CH:13]([CH2:14][CH2:15][NH:8][CH2:9]3)[CH2:12]2)[CH3:17])[CH:23]=[CH:22][CH:21]=[CH:20][CH:19]=1. Given the reactants C(OC([N:8]1[CH2:15][CH2:14][CH:13]2[CH:10]([N:11]([C@@H:16]([C:18]3[CH:23]=[CH:22][CH:21]=[CH:20][CH:19]=3)[CH3:17])[CH2:12]2)[CH2:9]1)=O)(C)(C)C.FC(F)(F)C(O)=O, predict the reaction product. (3) Given the reactants [O:1]=[C:2]1[CH:6]=[CH:5][CH2:4][N:3]1[C:7]([O:9][C:10]([CH3:13])([CH3:12])[CH3:11])=[O:8].C1(C)C=CC(S([CH2:23][N+:24]#[C-:25])(=O)=O)=CC=1.CC(C)([O-])C.[K+].[Cl-].[NH4+], predict the reaction product. The product is: [O:1]=[C:2]1[C:6]2=[CH:23][NH:24][CH:25]=[C:5]2[CH2:4][N:3]1[C:7]([O:9][C:10]([CH3:13])([CH3:12])[CH3:11])=[O:8]. (4) The product is: [Cl:17][C:18]1[S:44][C:21]2[NH:22][C:23]([C:25]([NH:27][CH:28]3[CH2:37][C:36]4[C:31](=[CH:32][CH:33]=[CH:34][CH:35]=4)[N:30]([CH2:38][CH:39]([OH:42])[CH2:40][N:4]([CH3:5])[CH3:3])[C:29]3=[O:43])=[O:26])=[CH:24][C:20]=2[CH:19]=1. Given the reactants NC1CC2[C:5](=CC=CC=2)[N:4](CC2CO2)[C:3]1=O.[Cl:17][C:18]1[S:44][C:21]2[NH:22][C:23]([C:25]([NH:27][CH:28]3[CH2:37][C:36]4[C:31](=[CH:32][CH:33]=[CH:34][CH:35]=4)[N:30]([CH2:38][CH:39]([OH:42])[CH2:40]O)[C:29]3=[O:43])=[O:26])=[CH:24][C:20]=2[CH:19]=1, predict the reaction product. (5) Given the reactants CC(NC(=O)[C:7]1[CH:12]=[CH:11][CH:10]=[C:9](C(F)(F)F)[C:8]=1[Cl:17])C#C.N1[N:23]2[CH:24]=[CH:25][CH:26]=[N:27][C:22]2=[N:21]N=1.[Cl:28][C:29]1[CH:37]=[C:36](F)[CH:35]=[CH:34][C:30]=1[C:31]([Cl:33])=[O:32].[CH3:39][CH2:40]N(C(C)C)C(C)C.[CH:48]1C=CC=C[CH:49]=1.C(Br)C=C, predict the reaction product. The product is: [Cl:28][C:29]1[CH:37]=[C:36]([Cl:17])[CH:35]=[CH:34][C:30]=1[C:31]([Cl:33])=[O:32].[CH2:48]([C:22]1[N:27]([C:7]2[CH:8]=[CH:9][CH:10]=[CH:11][CH:12]=2)[C:26]2[CH:25]=[CH:24][N:23]=[CH:40][C:39]=2[N:21]=1)[CH3:49]. (6) Given the reactants [N:1]1[CH:6]=[CH:5][CH:4]=[CH:3][C:2]=1[CH2:7][CH2:8][NH:9][C:10]([C:12]1[C:13]([C:18]2[CH:23]=[CH:22][CH:21]=[CH:20][C:19]=2[CH2:24][NH2:25])=[CH:14][CH:15]=[CH:16][CH:17]=1)=[O:11].[F:26][C:27]1[CH:32]=[CH:31][C:30]([S:33](Cl)(=[O:35])=[O:34])=[CH:29][CH:28]=1.N1C=CC=CC=1CCNC(C1C(C2C=CC=CC=2C(S(C2C=CC(F)=CC=2)(=O)=O)N)=CC=CC=1)=O, predict the reaction product. The product is: [N:1]1[CH:6]=[CH:5][CH:4]=[CH:3][C:2]=1[CH2:7][CH2:8][NH:9][C:10]([C:12]1[C:13]([C:18]2[CH:23]=[CH:22][CH:21]=[CH:20][C:19]=2[CH2:24][NH:25][S:33]([C:30]2[CH:31]=[CH:32][C:27]([F:26])=[CH:28][CH:29]=2)(=[O:35])=[O:34])=[CH:14][CH:15]=[CH:16][CH:17]=1)=[O:11].